Dataset: Forward reaction prediction with 1.9M reactions from USPTO patents (1976-2016). Task: Predict the product of the given reaction. (1) The product is: [Br:8][C:5]1[CH:6]=[CH:7][C:2]2[NH:1][CH:15]([C:16]([F:19])([F:18])[F:17])[O:12][C:9]([CH3:10])([CH3:11])[C:3]=2[CH:4]=1. Given the reactants [NH2:1][C:2]1[CH:7]=[CH:6][C:5]([Br:8])=[CH:4][C:3]=1[C:9]([OH:12])([CH3:11])[CH3:10].CO[CH:15](O)[C:16]([F:19])([F:18])[F:17].S([O-])([O-])(=O)=O.[Mg+2], predict the reaction product. (2) Given the reactants CC[C@@H]([C@H](NC([C@@H](NC(CNC([C@@H](NC([C@@H](NC([C@@H](NC([C@@H](NC([C@@H](NC([C@@H](NC([C@@H](NC([C@@H](NC([C@@H](NC([C@@H](NC([C@@H](NC([C@@H](NC([C@@H](NC([C@@H](NC([C@@H](NC([C@@H](NC([C@H]1NC(=O)[C@H]([C@H](O)C)NC(=O)[C@H](C)NC(=O)[C@H]([C@H](O)C)NC(=O)[C@@H](CC(N)=O)NC(=O)[C@@H](NC([C@@H](N)CCCCN)=O)CSSC1)=O)C)=O)[C@H](O)C)=O)CCC(N)=O)=O)CCCNC(N)=N)=O)CC(C)C)=O)C)=O)CC(N)=O)=O)CC1C=CC=CC=1)=O)CC(C)C)=O)C(C)C)=O)CC1NC=NC=1)=O)CO)=O)CO)=O)CC(N)=O)=O)CC(N)=O)=O)CC1C=CC=CC=1)=O)=O)C)=O)C(N[C@H](C(N[C@H](C(N[C@H](C(N[C@H](C(N[C@H](C(N[C@H](C(NCC(N[C@H](C(N[C@H](C(N[C@H](C(N[C@H:76]([C:85]([OH:87])=[O:86])[CH2:77]C1C=CC(O)=CC=1)=O)[C@H](O)C)=O)CC(N)=O)=O)CO)=O)=O)C(C)C)=O)CC(N)=O)=O)[C@H](O)C)=O)CO)=O)CO)=O)CC(C)C)=O)C.[O:274]=[CH:275][C@@H:276]([C@H:278]([C@@H:280]([C@@H:282]([CH2:284][OH:285])[OH:283])[OH:281])[OH:279])[OH:277], predict the reaction product. The product is: [O:274]=[CH:275][C@@H:276]([C@H:278]([C@@H:280]([C@@H:282]([CH2:284][OH:285])[OH:283])[OH:281])[OH:279])[OH:277].[C:85]([O-:87])(=[O:86])[CH:76]([CH3:77])[OH:274]. (3) Given the reactants F[C:2]1[CH:7]=[CH:6][C:5]([S:8]([CH:11]([CH3:13])[CH3:12])(=[O:10])=[O:9])=[C:4]([F:14])[C:3]=1[F:15].[C:16]([O:20][C:21]([N:23]1[CH2:28][CH2:27][NH:26][CH2:25][CH2:24]1)=[O:22])([CH3:19])([CH3:18])[CH3:17], predict the reaction product. The product is: [C:16]([O:20][C:21]([N:23]1[CH2:28][CH2:27][N:26]([C:2]2[CH:7]=[CH:6][C:5]([S:8]([CH:11]([CH3:13])[CH3:12])(=[O:10])=[O:9])=[C:4]([F:14])[C:3]=2[F:15])[CH2:25][CH2:24]1)=[O:22])([CH3:19])([CH3:17])[CH3:18]. (4) Given the reactants [NH4+:1].[NH2:2][C:3](=[NH:13])[C:4]1[CH:5]=[C:6]([CH:10]=[CH:11][CH:12]=1)[C:7]([O-:9])=[O:8].C(C1C=[C:18](C=CC=1)[C:19]([OH:21])=[O:20])#N.[CH3:25][OH:26].Cl.[O:28]1[CH2:33][CH2:32]OCC1.N.CC[O:37][CH2:38]C, predict the reaction product. The product is: [C:19]([CH2:18][NH:1][C:25]([C:32]1[C:33](=[O:28])[NH:2][C:3]([C:4]2[CH:5]=[C:6]([CH:10]=[CH:11][CH:12]=2)[C:7]([OH:9])=[O:8])=[N:13][C:38]=1[OH:37])=[O:26])([OH:21])=[O:20]. (5) Given the reactants [SH:1][CH2:2][CH2:3][C@H:4]([NH:14][C:15](=[O:24])[O:16][CH2:17][C:18]1[CH:23]=[CH:22][CH:21]=[CH:20][CH:19]=1)[C:5](=[O:13])[NH:6][CH2:7][CH2:8][CH2:9][CH2:10][CH:11]=O.C(O)(C(F)(F)F)=O, predict the reaction product. The product is: [O:13]=[C:5]1[C@@H:4]([NH:14][C:15](=[O:24])[O:16][CH2:17][C:18]2[CH:23]=[CH:22][CH:21]=[CH:20][CH:19]=2)[CH2:3][CH2:2][S:1][C@H:7]2[CH2:8][CH2:9][CH2:10][CH2:11][N:6]12.